From a dataset of Reaction yield outcomes from USPTO patents with 853,638 reactions. Predict the reaction yield, written as a fraction of the theoretical maximum amount of product (1.0 means a 100% yield; for example, 0.34 means a 34% yield). (1) The reactants are CS[C:3](=[C:17]([C:20]#[N:21])[C:18]#[N:19])[N:4]1[CH2:9][CH2:8][CH:7]([CH2:10][N:11]2[CH2:16][CH2:15][CH2:14][CH2:13][CH2:12]2)[CH2:6][CH2:5]1.[NH2:22][CH2:23][CH2:24][CH2:25][N:26]1[CH2:30][CH2:29][CH2:28][CH:27]1[CH3:31]. The catalyst is C(O)C.[Cl-].[Na+].O. The product is [CH3:31][CH:27]1[CH2:28][CH2:29][CH2:30][N:26]1[CH2:25][CH2:24][CH2:23][NH:22][C:3](=[C:17]([C:20]#[N:21])[C:18]#[N:19])[N:4]1[CH2:9][CH2:8][CH:7]([CH2:10][N:11]2[CH2:16][CH2:15][CH2:14][CH2:13][CH2:12]2)[CH2:6][CH2:5]1. The yield is 0.0490. (2) The reactants are O(C[C:9]1[CH:14]=[CH:13][CH:12]=[CH:11][C:10]=1[S:15](=[O:18])(=[O:17])[NH2:16])C1C=CC=CC=1.C[OH:20]. The catalyst is [Pd]. The product is [OH:20][C:9]1[CH:14]=[CH:13][CH:12]=[CH:11][C:10]=1[S:15](=[O:18])(=[O:17])[NH2:16]. The yield is 0.800. (3) The product is [NH2:19][C:4]1[CH:5]=[C:6]([F:18])[C:7]([C:8]2[S:9][C:10]3[C:11]([NH:34][C:30]4[CH:29]=[C:28]([CH3:27])[N:33]=[CH:32][N:31]=4)=[N:12][CH:13]=[CH:14][C:15]=3[N:16]=2)=[C:2]([Cl:1])[CH:3]=1. The catalyst is O1CCOCC1.C1C=CC(/C=C/C(/C=C/C2C=CC=CC=2)=O)=CC=1.C1C=CC(/C=C/C(/C=C/C2C=CC=CC=2)=O)=CC=1.C1C=CC(/C=C/C(/C=C/C2C=CC=CC=2)=O)=CC=1.[Pd].[Pd]. The reactants are [Cl:1][C:2]1[CH:3]=[C:4]([NH:19]C(=O)OC(C)(C)C)[CH:5]=[C:6]([F:18])[C:7]=1[C:8]1[S:9][C:10]2[C:11](Cl)=[N:12][CH:13]=[CH:14][C:15]=2[N:16]=1.[CH3:27][C:28]1[N:33]=[CH:32][N:31]=[C:30]([NH2:34])[CH:29]=1.CC1(C)C2C(=C(P(C3C=CC=CC=3)C3C=CC=CC=3)C=CC=2)OC2C(P(C3C=CC=CC=3)C3C=CC=CC=3)=CC=CC1=2.C([O-])([O-])=O.[Cs+].[Cs+]. The yield is 0.100. (4) The reactants are [CH2:1]([N:5]1[C:14](=[O:15])[C:13]2[NH:12][CH:11]=[N:10][C:9]=2[N:8]([CH2:16][CH2:17][CH2:18][CH3:19])[C:6]1=[O:7])[CH2:2][CH2:3][CH3:4].C([O-])([O-])=O.[K+].[K+].[CH2:26](Br)[CH:27]=[CH2:28]. The catalyst is CN(C=O)C. The product is [CH2:1]([N:5]1[C:14](=[O:15])[C:13]2[N:12]([CH2:28][CH:27]=[CH2:26])[CH:11]=[N:10][C:9]=2[N:8]([CH2:16][CH2:17][CH2:18][CH3:19])[C:6]1=[O:7])[CH2:2][CH2:3][CH3:4]. The yield is 1.06.